This data is from Forward reaction prediction with 1.9M reactions from USPTO patents (1976-2016). The task is: Predict the product of the given reaction. (1) Given the reactants [Cl:1][C:2]1[N:7]=[C:6]([Cl:8])[N:5]=[C:4](Cl)[N:3]=1.[CH3:10][C:11]1[CH:16]=[C:15]([CH3:17])[CH:14]=[C:13]([CH3:18])[C:12]=1[OH:19].[OH-].[Na+].CCOC(C)=O, predict the reaction product. The product is: [Cl:1][C:2]1[N:7]=[C:6]([Cl:8])[N:5]=[C:4]([O:19][C:12]2[C:13]([CH3:18])=[CH:14][C:15]([CH3:17])=[CH:16][C:11]=2[CH3:10])[N:3]=1. (2) Given the reactants [H-].[H-].[H-].[H-].[Li+].[Al+3].[CH2:7]([O:14][CH2:15][C@@H:16]1[NH:21][C:20](=O)[CH2:19][NH:18][C:17]1=O)[C:8]1[CH:13]=[CH:12][CH:11]=[CH:10][CH:9]=1, predict the reaction product. The product is: [CH2:7]([O:14][CH2:15][C@H:16]1[CH2:17][NH:18][CH2:19][CH2:20][NH:21]1)[C:8]1[CH:13]=[CH:12][CH:11]=[CH:10][CH:9]=1. (3) Given the reactants [NH2:1][C:2]1[N:7]=[C:6](OS(C(F)(F)F)(=O)=O)[C:5]([CH3:16])=[C:4]([C:17]2[O:18][CH:19]=[CH:20][CH:21]=2)[N:3]=1.[ClH:22].Cl.NCC1C=CC2C(=CC=CC=2)N=1, predict the reaction product. The product is: [Cl:22][C:6]1[C:5]([CH3:16])=[C:4]([C:17]2[O:18][CH:19]=[CH:20][CH:21]=2)[N:3]=[C:2]([NH2:1])[N:7]=1. (4) Given the reactants [C:1]([O:5][C:6]([N:8]1[CH2:12][CH2:11][C:10]([C:14]2[CH:19]=[CH:18][C:17]([F:20])=[C:16]([F:21])[CH:15]=2)([OH:13])[CH2:9]1)=[O:7])([CH3:4])([CH3:3])[CH3:2].[H-].[Na+].I[CH3:25], predict the reaction product. The product is: [F:21][C:16]1[CH:15]=[C:14]([C:10]2([O:13][CH3:25])[CH2:11][CH2:12][N:8]([C:6]([O:5][C:1]([CH3:4])([CH3:2])[CH3:3])=[O:7])[CH2:9]2)[CH:19]=[CH:18][C:17]=1[F:20]. (5) Given the reactants [Cl:1][C:2]1[N:7]=[C:6](Cl)[C:5]([F:9])=[CH:4][N:3]=1.[Cl:10][C:11]1[CH:12]=[C:13]([CH:15]=[CH:16][C:17]=1[Cl:18])[NH2:14], predict the reaction product. The product is: [Cl:1][C:2]1[N:7]=[C:6]([NH:14][C:13]2[CH:15]=[CH:16][C:17]([Cl:18])=[C:11]([Cl:10])[CH:12]=2)[C:5]([F:9])=[CH:4][N:3]=1. (6) Given the reactants C[O:2][C:3]([C:5]1[CH:13]=[C:12]2[C:8]([C:9]([CH:32]3[CH2:37][CH2:36][CH2:35][CH2:34][CH2:33]3)=[C:10]([C:23]3[CH:28]=[CH:27][C:26]([NH2:29])=[C:25]([CH:30]=O)[CH:24]=3)[N:11]2[CH2:14][C:15]([N:17]2[CH2:22][CH2:21][O:20][CH2:19][CH2:18]2)=[O:16])=[CH:7][CH:6]=1)=[O:4].[CH3:38][O:39][C:40]1[CH:45]=[CH:44][C:43]([C:46](=O)[CH3:47])=[CH:42][CH:41]=1, predict the reaction product. The product is: [CH:32]1([C:9]2[C:8]3[C:12](=[CH:13][C:5]([C:3]([OH:4])=[O:2])=[CH:6][CH:7]=3)[N:11]([CH2:14][C:15]([N:17]3[CH2:18][CH2:19][O:20][CH2:21][CH2:22]3)=[O:16])[C:10]=2[C:23]2[CH:24]=[C:25]3[C:26](=[CH:27][CH:28]=2)[N:29]=[C:46]([C:43]2[CH:44]=[CH:45][C:40]([O:39][CH3:38])=[CH:41][CH:42]=2)[CH:47]=[CH:30]3)[CH2:37][CH2:36][CH2:35][CH2:34][CH2:33]1. (7) Given the reactants [OH:1][C:2]1[CH:3]=[C:4]([C:8](=[O:10])[CH3:9])[CH:5]=[CH:6][CH:7]=1.Br[CH2:12][CH2:13][CH2:14][CH2:15][CH2:16][CH2:17][Cl:18], predict the reaction product. The product is: [Cl:18][CH2:17][CH2:16][CH2:15][CH2:14][CH2:13][CH2:12][O:1][C:2]1[CH:3]=[C:4]([C:8](=[O:10])[CH3:9])[CH:5]=[CH:6][CH:7]=1. (8) Given the reactants Br[C:2]1[CH:3]=[CH:4][C:5]2[C:11]3[S:12][C:13]([C:15]([N:17]([C:19]4[CH:24]=[CH:23][CH:22]=[CH:21][C:20]=4[Cl:25])[CH3:18])=[O:16])=[CH:14][C:10]=3[CH2:9][CH2:8][O:7][C:6]=2[CH:26]=1.[CH3:27][C:28]([O-])=O.[K+], predict the reaction product. The product is: [Cl:25][C:20]1[CH:21]=[CH:22][CH:23]=[CH:24][C:19]=1[N:17]([CH3:18])[C:15]([C:13]1[S:12][C:11]2[C:5]3[CH:4]=[CH:3][C:2]([C:28]4[CH:27]=[CH:18][N:17]=[CH:15][CH:13]=4)=[CH:26][C:6]=3[O:7][CH2:8][CH2:9][C:10]=2[CH:14]=1)=[O:16]. (9) The product is: [CH3:23][O:24][C:25]1[CH:30]=[C:29]([NH:31][CH:14]([C:11]2[CH:12]=[CH:13][C:8]([C:7]([NH:6][CH2:5][CH2:4][C:3]([OH:2])=[O:22])=[O:21])=[CH:9][CH:10]=2)[CH2:15][CH2:16][CH2:17][CH2:18][CH3:19])[CH:28]=[CH:27][C:26]=1[C:32]1[CH:33]=[CH:34][CH:35]=[CH:36][CH:37]=1. Given the reactants C[O:2][C:3](=[O:22])[CH2:4][CH2:5][NH:6][C:7](=[O:21])[C:8]1[CH:13]=[CH:12][C:11]([C:14](=O)[CH2:15][CH2:16][CH2:17][CH2:18][CH3:19])=[CH:10][CH:9]=1.[CH3:23][O:24][C:25]1[CH:30]=[C:29]([NH2:31])[CH:28]=[CH:27][C:26]=1[C:32]1[CH:37]=[CH:36][CH:35]=[CH:34][CH:33]=1, predict the reaction product.